This data is from Catalyst prediction with 721,799 reactions and 888 catalyst types from USPTO. The task is: Predict which catalyst facilitates the given reaction. (1) Reactant: [C:1]1([C:7]([C:32]2[CH:37]=[CH:36][CH:35]=[CH:34][CH:33]=2)([C:26]2[CH:31]=[CH:30][CH:29]=[CH:28][CH:27]=2)[N:8]2[C:12]([C:13]3[CH:18]=[CH:17][CH:16]=[CH:15][C:14]=3[C:19]3[CH:24]=[CH:23][C:22]([CH3:25])=[CH:21][CH:20]=3)=[N:11][N:10]=[N:9]2)[CH:6]=[CH:5][CH:4]=[CH:3][CH:2]=1.C1C(=O)N([Br:45])C(=O)C1.C(OOC(=O)C1C=CC=CC=1)(=O)C1C=CC=CC=1. Product: [Br:45][CH2:25][C:22]1[CH:23]=[CH:24][C:19]([C:14]2[CH:15]=[CH:16][CH:17]=[CH:18][C:13]=2[C:12]2[N:8]([C:7]([C:1]3[CH:6]=[CH:5][CH:4]=[CH:3][CH:2]=3)([C:26]3[CH:27]=[CH:28][CH:29]=[CH:30][CH:31]=3)[C:32]3[CH:37]=[CH:36][CH:35]=[CH:34][CH:33]=3)[N:9]=[N:10][N:11]=2)=[CH:20][CH:21]=1. The catalyst class is: 2. (2) Reactant: [OH:1][C:2]1[CH:10]=[C:9]2[C:5]([CH2:6][CH2:7][C:8]2=[O:11])=[CH:4][CH:3]=1.C1(P(C2C=CC=CC=2)C2C=CC=CC=2)C=CC=CC=1.[Cl:31][C:32]1[CH:37]=[CH:36][CH:35]=[C:34]([Cl:38])[C:33]=1[C:39]1[C:43]([CH2:44]O)=[C:42]([CH:46]([CH3:48])[CH3:47])[O:41][N:40]=1.N(C(OC(C)C)=O)=NC(OC(C)C)=O. Product: [Cl:38][C:34]1[CH:35]=[CH:36][CH:37]=[C:32]([Cl:31])[C:33]=1[C:39]1[C:43]([CH2:44][O:1][C:2]2[CH:10]=[C:9]3[C:5]([CH2:6][CH2:7][C:8]3=[O:11])=[CH:4][CH:3]=2)=[C:42]([CH:46]([CH3:48])[CH3:47])[O:41][N:40]=1. The catalyst class is: 4.